From a dataset of Full USPTO retrosynthesis dataset with 1.9M reactions from patents (1976-2016). Predict the reactants needed to synthesize the given product. Given the product [NH2:26][C:25]1[C:20]2[CH:19]=[C:18]([C:17]3[N:16]([CH3:28])[CH:15]=[N:14][C:13]=3[C:10]3[CH:11]=[CH:12][C:7]([OH:6])=[CH:8][CH:9]=3)[S:27][C:21]=2[N:22]=[CH:23][N:24]=1, predict the reactants needed to synthesize it. The reactants are: B(Br)(Br)Br.C[O:6][C:7]1[CH:12]=[CH:11][C:10]([C:13]2[N:14]=[CH:15][N:16]([CH3:28])[C:17]=2[C:18]2[S:27][C:21]3[N:22]=[CH:23][N:24]=[C:25]([NH2:26])[C:20]=3[CH:19]=2)=[CH:9][CH:8]=1.